From a dataset of Reaction yield outcomes from USPTO patents with 853,638 reactions. Predict the reaction yield, written as a fraction of the theoretical maximum amount of product (1.0 means a 100% yield; for example, 0.34 means a 34% yield). (1) The reactants are C([S:8][C:9]1[CH:10]=[C:11]2[C:16](=[CH:17][CH:18]=1)[N:15]([CH:19]1[CH2:23][CH2:22][CH:21]([C:24]3[CH:29]=[CH:28][CH:27]=[C:26]([F:30])[CH:25]=3)[CH2:20]1)[C:14](=[O:31])[CH:13]=[CH:12]2)C1C=CC=CC=1.ClN1C(C)(C)C(=O)N(Cl)C1=[O:35].[F:43][C:44]1[C:49]([F:50])=[C:48]([F:51])[C:47]([F:52])=[C:46]([F:53])[C:45]=1[OH:54].C(N(CC)CC)C.[OH2:62]. The catalyst is C(O)(=O)C.ClCCl. The product is [F:30][C:26]1[CH:25]=[C:24]([CH:21]2[CH2:22][CH2:23][CH:19]([N:15]3[C:16]4[C:11](=[CH:10][C:9]([S:8]([O:54][C:45]5[C:44]([F:43])=[C:49]([F:50])[C:48]([F:51])=[C:47]([F:52])[C:46]=5[F:53])(=[O:35])=[O:62])=[CH:18][CH:17]=4)[CH:12]=[CH:13][C:14]3=[O:31])[CH2:20]2)[CH:29]=[CH:28][CH:27]=1. The yield is 0.530. (2) The reactants are Br[C:2]1[CH:7]=[CH:6][C:5]([F:8])=[CH:4][C:3]=1[CH3:9].C([Li])CCC.C[O:16][B:17](OC)[O:18]C.[OH-].[Na+]. The catalyst is O1CCCC1. The product is [CH3:9][C:3]1[CH:4]=[C:5]([F:8])[CH:6]=[CH:7][C:2]=1[B:17]([OH:18])[OH:16]. The yield is 0.810. (3) The reactants are [Br:1][C:2]1[CH:3]=[C:4]([N:8]2[C:12]3[CH2:13][CH2:14][C:15](=[O:16])[C:11]=3[C:10]([C:17]([O:19][CH2:20][CH3:21])=[O:18])=[N:9]2)[CH:5]=[CH:6][CH:7]=1.[BH4-].[Na+]. No catalyst specified. The product is [Br:1][C:2]1[CH:3]=[C:4]([N:8]2[C:12]3[CH2:13][CH2:14][CH:15]([OH:16])[C:11]=3[C:10]([C:17]([O:19][CH2:20][CH3:21])=[O:18])=[N:9]2)[CH:5]=[CH:6][CH:7]=1. The yield is 0.660.